From a dataset of Cav3 T-type calcium channel HTS with 100,875 compounds. Binary Classification. Given a drug SMILES string, predict its activity (active/inactive) in a high-throughput screening assay against a specified biological target. The drug is s1c(CNC(=O)c2ccc(N3CCC(CC3)C)nc2)ccc1. The result is 0 (inactive).